From a dataset of Forward reaction prediction with 1.9M reactions from USPTO patents (1976-2016). Predict the product of the given reaction. (1) Given the reactants Br[C:2]1[CH:3]=[C:4]2[C:8](=[CH:9][CH:10]=1)[NH:7][C:6]([CH3:11])=[CH:5]2.[C:12]([O:16][CH3:17])(=[O:15])[CH:13]=[CH2:14].C1(C)C=CC=CC=1P(C1C=CC=CC=1C)C1C=CC=CC=1C.C(N(CC)CC)C.[K+].[Br-], predict the reaction product. The product is: [CH3:17][O:16][C:12](=[O:15])[CH:13]=[CH:14][C:2]1[CH:3]=[C:4]2[C:8](=[CH:9][CH:10]=1)[NH:7][C:6]([CH3:11])=[CH:5]2. (2) The product is: [C:8]([C:5]1[CH:6]=[CH:7][C:2]([F:1])=[C:3]([C@:17]2([CH2:28][F:29])[CH2:22][C@@H:21]([C:23]([F:24])([F:25])[F:26])[O:20][C:19]([NH2:27])=[N:18]2)[CH:4]=1)#[CH:9]. Given the reactants [F:1][C:2]1[CH:7]=[CH:6][C:5]([C:8]#[C:9][Si](CC)(CC)CC)=[CH:4][C:3]=1[C@:17]1([CH2:28][F:29])[CH2:22][C@@H:21]([C:23]([F:26])([F:25])[F:24])[O:20][C:19]([NH2:27])=[N:18]1.[F-].C([N+](CCCC)(CCCC)CCCC)CCC, predict the reaction product. (3) The product is: [C:2]([C@@:4]1([CH:26]2[CH2:28][CH2:27]2)[CH2:8][CH2:7][N:6]([C:9]2[CH:14]=[CH:13][N:12]=[C:11]([NH:15][C:16]3[CH:24]=[CH:23][C:19]([C:20]([N:57]([CH2:56][C:55]([OH:60])([CH3:59])[CH3:54])[CH3:58])=[O:21])=[CH:18][N:17]=3)[CH:10]=2)[C:61]1=[O:64])#[N:3]. Given the reactants Cl.[C:2]([C@@:4]1([CH:26]2[CH2:28][CH2:27]2)[CH2:8][CH2:7][N:6]([C:9]2[CH:14]=[CH:13][N:12]=[C:11]([NH:15][C:16]3[CH:24]=[CH:23][C:19]([C:20](O)=[O:21])=[CH:18][N:17]=3)[CH:10]=2)C1=O)#[N:3].CC1C=CC=C([N+]([O-])=O)C=1C(OC(=O)C1C([N+]([O-])=O)=CC=CC=1C)=O.[CH3:54][C:55]([OH:60])([CH3:59])[CH2:56][NH:57][CH3:58].[C:61](=[O:64])([O-])O.[Na+], predict the reaction product. (4) Given the reactants C[O:2][C:3]1[CH:4]=[C:5]2[C:10](=[CH:11][CH:12]=1)[CH:9]=[C:8]([C:13](=[O:29])[CH2:14][CH:15]([CH:22](C(O)=O)[C:23]([OH:25])=[O:24])[C:16]1[CH:21]=[CH:20][CH:19]=[CH:18][CH:17]=1)[CH:7]=[CH:6]2.Br, predict the reaction product. The product is: [OH:2][C:3]1[CH:4]=[C:5]2[C:10](=[CH:11][CH:12]=1)[CH:9]=[C:8]([C:13](=[O:29])[CH2:14][CH:15]([C:16]1[CH:17]=[CH:18][CH:19]=[CH:20][CH:21]=1)[CH2:22][C:23]([OH:25])=[O:24])[CH:7]=[CH:6]2. (5) Given the reactants [NH2:1][C:2]1[CH:36]=[CH:35][C:5]([O:6][C:7]2[CH:12]=[CH:11][N:10]=[C:9]3[CH:13]=[C:14]([C:16]4[N:21]=[CH:20][C:19]([CH2:22][N:23]([CH2:31][CH2:32][O:33][CH3:34])[C:24](=[O:30])[O:25][C:26]([CH3:29])([CH3:28])[CH3:27])=[CH:18][CH:17]=4)[S:15][C:8]=23)=[C:4]([F:37])[CH:3]=1.[CH:38]1([S:41]([NH:44][C:45](=O)[O:46]CC)(=[O:43])=[O:42])[CH2:40][CH2:39]1, predict the reaction product. The product is: [CH:38]1([S:41]([NH:44][C:45](=[O:46])[NH:1][C:2]2[CH:36]=[CH:35][C:5]([O:6][C:7]3[CH:12]=[CH:11][N:10]=[C:9]4[CH:13]=[C:14]([C:16]5[N:21]=[CH:20][C:19]([CH2:22][N:23]([CH2:31][CH2:32][O:33][CH3:34])[C:24](=[O:30])[O:25][C:26]([CH3:29])([CH3:28])[CH3:27])=[CH:18][CH:17]=5)[S:15][C:8]=34)=[C:4]([F:37])[CH:3]=2)(=[O:43])=[O:42])[CH2:40][CH2:39]1. (6) Given the reactants [CH3:1][O:2][CH2:3][CH2:4][O:5][C:6]1[CH:15]=[C:14]2[C:9]([CH:10]=[CH:11][C:12]([CH3:16])=[N:13]2)=[CH:8][CH:7]=1.[Se](=O)=[O:18], predict the reaction product. The product is: [CH3:1][O:2][CH2:3][CH2:4][O:5][C:6]1[CH:15]=[C:14]2[C:9]([CH:10]=[CH:11][C:12]([CH:16]=[O:18])=[N:13]2)=[CH:8][CH:7]=1.